Dataset: Reaction yield outcomes from USPTO patents with 853,638 reactions. Task: Predict the reaction yield, written as a fraction of the theoretical maximum amount of product (1.0 means a 100% yield; for example, 0.34 means a 34% yield). The reactants are [Br:1][C:2]1[C:3]([N:17]2[CH2:22][CH2:21][CH2:20][C@@H:19]([NH:23]C(=O)OC(C)(C)C)[CH2:18]2)=[C:4]2[C:10]([NH:11][C:12]([CH:14]3[CH2:16][CH2:15]3)=[O:13])=[CH:9][NH:8][C:5]2=[N:6][CH:7]=1.[ClH:31]. The catalyst is C(O)(C(F)(F)F)=O.C(Cl)Cl.CCOCC. The product is [ClH:31].[NH2:23][C@@H:19]1[CH2:20][CH2:21][CH2:22][N:17]([C:3]2[C:2]([Br:1])=[CH:7][N:6]=[C:5]3[NH:8][CH:9]=[C:10]([NH:11][C:12]([CH:14]4[CH2:15][CH2:16]4)=[O:13])[C:4]=23)[CH2:18]1. The yield is 0.670.